This data is from Forward reaction prediction with 1.9M reactions from USPTO patents (1976-2016). The task is: Predict the product of the given reaction. Given the reactants [F:1][C:2]([F:29])([F:28])[C:3]1[CH:4]=[C:5]([CH:21]=[C:22]([C:24]([F:27])([F:26])[F:25])[CH:23]=1)[CH2:6][N:7]1[CH2:14][CH2:13][CH2:12][O:11][C:10]2[N:15]=[CH:16][CH:17]=[C:18](I)[C:9]=2[C:8]1=[O:20].[Cl:30][C:31]1[CH:36]=[CH:35][CH:34]=[CH:33][C:32]=1B(O)O, predict the reaction product. The product is: [F:1][C:2]([F:29])([F:28])[C:3]1[CH:4]=[C:5]([CH:21]=[C:22]([C:24]([F:27])([F:26])[F:25])[CH:23]=1)[CH2:6][N:7]1[CH2:14][CH2:13][CH2:12][O:11][C:10]2[N:15]=[CH:16][CH:17]=[C:18]([C:32]3[CH:33]=[CH:34][CH:35]=[CH:36][C:31]=3[Cl:30])[C:9]=2[C:8]1=[O:20].